Dataset: Reaction yield outcomes from USPTO patents with 853,638 reactions. Task: Predict the reaction yield, written as a fraction of the theoretical maximum amount of product (1.0 means a 100% yield; for example, 0.34 means a 34% yield). (1) The reactants are [NH2:1][C:2]1[N:7]=[C:6]([C:8]([NH:10][CH2:11][C:12]2[CH:17]=[CH:16][CH:15]=[C:14]([CH2:18][O:19]C(C3C=CC=CC=3)(C3C=CC=CC=3)C3C=CC=CC=3)[N:13]=2)=[O:9])[CH:5]=[C:4]([C:39]2[O:40][CH:41]=[CH:42][CH:43]=2)[N:3]=1.Cl.O1CCOCC1. The catalyst is CO. The product is [NH2:1][C:2]1[N:7]=[C:6]([C:8]([NH:10][CH2:11][C:12]2[CH:17]=[CH:16][CH:15]=[C:14]([CH2:18][OH:19])[N:13]=2)=[O:9])[CH:5]=[C:4]([C:39]2[O:40][CH:41]=[CH:42][CH:43]=2)[N:3]=1. The yield is 0.610. (2) The reactants are C1N=CN([C:6](N2C=NC=C2)=[O:7])C=1.[NH2:13][C:14]1[CH:15]=[C:16]([CH:24]2[C:29]([C:30]3[CH:35]=[CH:34][CH:33]=[CH:32][CH:31]=3)=[C:28]([C:36]3[CH:41]=[CH:40][CH:39]=[CH:38][CH:37]=3)[NH:27][C:26](=[O:42])[NH:25]2)[CH:17]=[C:18]([O:21][CH2:22][CH3:23])[C:19]=1[OH:20].O. The catalyst is C1COCC1. The product is [CH2:22]([O:21][C:18]1[C:19]2[O:20][C:6](=[O:7])[NH:13][C:14]=2[CH:15]=[C:16]([CH:24]2[C:29]([C:30]3[CH:35]=[CH:34][CH:33]=[CH:32][CH:31]=3)=[C:28]([C:36]3[CH:41]=[CH:40][CH:39]=[CH:38][CH:37]=3)[NH:27][C:26](=[O:42])[NH:25]2)[CH:17]=1)[CH3:23]. The yield is 0.300. (3) The reactants are [Br:1][C:2]1[CH:3]=[CH:4][C:5]([F:39])=[C:6]([C@:8]2([CH3:38])[C@H:14]3[C@:12]([C:17]([O:19][CH3:20])=[O:18])([C:13]3([F:16])[F:15])[S:11][C:10]([N:21](C(OC(C)(C)C)=O)[CH2:22][C:23]3[CH:28]=[CH:27][C:26]([O:29][CH3:30])=[CH:25][CH:24]=3)=[N:9]2)[CH:7]=1.BrC1C=CC(F)=C([C@]2(C)C=C(C(OC)=O)SC(N(C(OC(C)(C)C)=O)CC3C=CC(OC)=CC=3)=N2)C=1.C(O)(C(F)(F)F)=O. The catalyst is C(Cl)Cl. The product is [Br:1][C:2]1[CH:3]=[CH:4][C:5]([F:39])=[C:6]([C@:8]2([CH3:38])[C@H:14]3[C@:12]([C:17]([O:19][CH3:20])=[O:18])([C:13]3([F:16])[F:15])[S:11][C:10]([NH:21][CH2:22][C:23]3[CH:28]=[CH:27][C:26]([O:29][CH3:30])=[CH:25][CH:24]=3)=[N:9]2)[CH:7]=1. The yield is 0.500. (4) The catalyst is C1COCC1. The product is [C:12]([C:14](=[CH:1][C:3]1[CH:11]=[C:10]2[C:6]([CH:7]=[N:8][NH:9]2)=[CH:5][CH:4]=1)[C:15]([NH:17][CH:18]([CH3:20])[CH3:19])=[O:16])#[N:13]. The reactants are [CH:1]([C:3]1[CH:11]=[C:10]2[C:6]([CH:7]=[N:8][NH:9]2)=[CH:5][CH:4]=1)=O.[C:12]([CH2:14][C:15]([NH:17][CH:18]([CH3:20])[CH3:19])=[O:16])#[N:13].C1CCN2C(=NCCC2)CC1. The yield is 0.270.